This data is from Catalyst prediction with 721,799 reactions and 888 catalyst types from USPTO. The task is: Predict which catalyst facilitates the given reaction. (1) Reactant: [F:1][C:2]1[CH:7]=[CH:6][C:5]([CH:8]([CH:16]2[CH2:21][CH2:20][N:19]([CH:22]([CH3:24])[CH3:23])[CH2:18][CH2:17]2)[CH2:9][N:10]2[CH2:15][CH2:14][NH:13][CH2:12][CH2:11]2)=[CH:4][CH:3]=1.Br[CH2:26][CH2:27][CH2:28][C:29]([CH:31]1[CH2:38][CH2:37][CH2:36][CH2:35][CH2:34][CH2:33][CH2:32]1)=[O:30].C(N(C(C)C)CC)(C)C.C(OCC)(=O)C. Product: [F:1][C:2]1[CH:3]=[CH:4][C:5]([CH:8]([CH:16]2[CH2:21][CH2:20][N:19]([CH:22]([CH3:24])[CH3:23])[CH2:18][CH2:17]2)[CH2:9][N:10]2[CH2:15][CH2:14][N:13]([CH2:26][CH2:27][CH2:28][C:29]([CH:31]3[CH2:38][CH2:37][CH2:36][CH2:35][CH2:34][CH2:33][CH2:32]3)=[O:30])[CH2:12][CH2:11]2)=[CH:6][CH:7]=1. The catalyst class is: 9. (2) Reactant: [CH3:1][N:2]1[CH:7]2[CH2:8][O:9][CH2:10][CH:3]1[CH2:4][N:5](S(C1C=CC=CC=1)(=O)=O)[CH2:6]2.[H-].[H-].[H-].[H-].[Li+].[Al+3].[ClH:26]. Product: [ClH:26].[CH3:1][N:2]1[CH:7]2[CH2:8][O:9][CH2:10][CH:3]1[CH2:4][NH:5][CH2:6]2. The catalyst class is: 247. (3) Reactant: C([O-])([O-])=O.[Cs+].[Cs+].F[C:8]1[CH:23]=[C:22]([C:24]([F:27])([F:26])[F:25])[CH:21]=[CH:20][C:9]=1[C:10]([NH:12][C:13]1[CH:18]=[CH:17][NH:16][C:15](=[O:19])[CH:14]=1)=[O:11].[F:28][C:29]([F:39])([F:38])[O:30][C:31]1[CH:36]=[CH:35][C:34]([OH:37])=[CH:33][CH:32]=1. Product: [O:19]=[C:15]1[CH:14]=[C:13]([NH:12][C:10](=[O:11])[C:9]2[CH:20]=[CH:21][C:22]([C:24]([F:27])([F:26])[F:25])=[CH:23][C:8]=2[O:37][C:34]2[CH:35]=[CH:36][C:31]([O:30][C:29]([F:28])([F:38])[F:39])=[CH:32][CH:33]=2)[CH:18]=[CH:17][NH:16]1. The catalyst class is: 3. (4) Reactant: [Cl:1][C:2]1[CH:7]=[C:6]2[NH:8][C:9](=[O:41])[C:10]3([CH:15]([C:16]4[CH:21]=[C:20]([Cl:22])[CH:19]=[CH:18][C:17]=4[O:23][C:24]([C:27]([O:29]C)=[O:28])([CH3:26])[CH3:25])[CH2:14][C:13](=[O:31])[NH:12][CH:11]3[C:32]3[C:37]([CH3:38])=[CH:36][CH:35]=[C:34]([F:39])[C:33]=3[F:40])[C:5]2=[CH:4][CH:3]=1.[OH-].[Na+].O.Cl. Product: [Cl:1][C:2]1[CH:7]=[C:6]2[NH:8][C:9](=[O:41])[C:10]3([CH:15]([C:16]4[CH:21]=[C:20]([Cl:22])[CH:19]=[CH:18][C:17]=4[O:23][C:24]([C:27]([OH:29])=[O:28])([CH3:25])[CH3:26])[CH2:14][C:13](=[O:31])[NH:12][CH:11]3[C:32]3[C:37]([CH3:38])=[CH:36][CH:35]=[C:34]([F:39])[C:33]=3[F:40])[C:5]2=[CH:4][CH:3]=1. The catalyst class is: 5. (5) The catalyst class is: 95. Reactant: [F:1][C:2]1[CH:7]=[CH:6][CH:5]=[CH:4][C:3]=1[S:8](Cl)(=[O:10])=[O:9].[NH:12]1[CH2:17][CH2:16][O:15][CH2:14][CH2:13]1. Product: [F:1][C:2]1[CH:7]=[CH:6][CH:5]=[CH:4][C:3]=1[S:8]([N:12]1[CH2:17][CH2:16][O:15][CH2:14][CH2:13]1)(=[O:10])=[O:9]. (6) Reactant: [F:1][C:2]([F:34])([F:33])[C:3]1[CH:4]=[C:5]([CH:26]=[C:27]([C:29]([F:32])([F:31])[F:30])[CH:28]=1)[CH2:6][N:7]([CH2:13][C:14]1[CH:15]=[C:16]2[C:23]([CH3:24])=[N:22][N:21]([CH3:25])[C:17]2=[N:18][C:19]=1[Cl:20])[C:8]1[N:9]=[N:10][NH:11][N:12]=1.[H-].[Na+].[CH3:37]I.O. Product: [F:32][C:29]([F:30])([F:31])[C:27]1[CH:26]=[C:5]([CH:4]=[C:3]([C:2]([F:33])([F:1])[F:34])[CH:28]=1)[CH2:6][N:7]([CH2:13][C:14]1[CH:15]=[C:16]2[C:23]([CH3:24])=[N:22][N:21]([CH3:25])[C:17]2=[N:18][C:19]=1[Cl:20])[C:8]1[N:9]=[N:10][N:11]([CH3:37])[N:12]=1. The catalyst class is: 3. (7) Reactant: [I-].[NH:2]1[C:10]2[C:5](=[CH:6][CH:7]=[CH:8][CH:9]=2)[C:4]([CH2:11][P+](C2C=CC=CC=2)(C2C=CC=CC=2)C2C=CC=CC=2)=[N:3]1.CC[O:33][CH:34](OCC)[C:35]1[CH:40]=[CH:39][C:38]([CH:41]=O)=[CH:37][CH:36]=1.C(=O)([O-])[O-].[K+].[K+].O.C1(C)C=CC(S(O)(=O)=O)=CC=1. Product: [CH:34]([C:35]1[CH:40]=[CH:39][C:38](/[CH:41]=[CH:11]/[C:4]2[C:5]3[C:10](=[CH:9][CH:8]=[CH:7][CH:6]=3)[NH:2][N:3]=2)=[CH:37][CH:36]=1)=[O:33]. The catalyst class is: 21.